Dataset: Catalyst prediction with 721,799 reactions and 888 catalyst types from USPTO. Task: Predict which catalyst facilitates the given reaction. (1) Reactant: C(OC([N:11]1[CH2:16][CH2:15][CH:14]([CH2:17][N:18]([C:22]([O:24][C:25]([CH3:28])([CH3:27])[CH3:26])=[O:23])[CH:19]2[CH2:21][CH2:20]2)[CH2:13][CH2:12]1)=O)C1C=CC=CC=1. Product: [C:25]([O:24][C:22](=[O:23])[N:18]([CH:19]1[CH2:20][CH2:21]1)[CH2:17][CH:14]1[CH2:13][CH2:12][NH:11][CH2:16][CH2:15]1)([CH3:28])([CH3:26])[CH3:27]. The catalyst class is: 19. (2) Reactant: [C:1]([O:5][C:6]([N:8]1[CH2:13][CH2:12][CH:11]([C:14]2[S:22][C:21]3[C:16](=[N:17][CH:18]=[CH:19][C:20]=3[O:23][C:24]3[CH:29]=[CH:28][C:27]([NH:30][C:31]4[N:41]=[CH:40][CH:39]=[CH:38][C:32]=4[C:33]([O:35]CC)=[O:34])=[CH:26][C:25]=3[F:42])[CH:15]=2)[CH2:10][CH2:9]1)=[O:7])([CH3:4])([CH3:3])[CH3:2].[OH-].[Na+].Cl. Product: [C:1]([O:5][C:6]([N:8]1[CH2:13][CH2:12][CH:11]([C:14]2[S:22][C:21]3[C:16](=[N:17][CH:18]=[CH:19][C:20]=3[O:23][C:24]3[CH:29]=[CH:28][C:27]([NH:30][C:31]4[N:41]=[CH:40][CH:39]=[CH:38][C:32]=4[C:33]([OH:35])=[O:34])=[CH:26][C:25]=3[F:42])[CH:15]=2)[CH2:10][CH2:9]1)=[O:7])([CH3:4])([CH3:2])[CH3:3]. The catalyst class is: 1. (3) Reactant: Br[C:2]1[CH:3]=[C:4]2[C:9](=[CH:10][CH:11]=1)[C:8](=[O:12])[NH:7][C:6](=[O:13])/[C:5]/2=[CH:14]\[NH:15][C:16]1[CH:21]=[CH:20][C:19]([N:22]2[CH2:27][CH2:26][N:25]([CH3:28])[CH2:24][CH2:23]2)=[CH:18][CH:17]=1.[C:29]1([C:35]#[CH:36])[CH:34]=[CH:33][CH:32]=[CH:31][CH:30]=1.C(N(CC)CC)C.[Al]. Product: [CH3:28][N:25]1[CH2:24][CH2:23][N:22]([C:19]2[CH:18]=[CH:17][C:16]([NH:15]/[CH:14]=[C:5]3\[C:6](=[O:13])[NH:7][C:8](=[O:12])[C:9]4[C:4]\3=[CH:3][C:2]([C:36]#[C:35][C:29]3[CH:34]=[CH:33][CH:32]=[CH:31][CH:30]=3)=[CH:11][CH:10]=4)=[CH:21][CH:20]=2)[CH2:27][CH2:26]1. The catalyst class is: 538.